Dataset: M1 muscarinic receptor agonist screen with 61,833 compounds. Task: Binary Classification. Given a drug SMILES string, predict its activity (active/inactive) in a high-throughput screening assay against a specified biological target. The compound is s1c(nnc1NC(=O)CCC(=O)c1sccc1)C1CC1. The result is 0 (inactive).